Dataset: Forward reaction prediction with 1.9M reactions from USPTO patents (1976-2016). Task: Predict the product of the given reaction. (1) Given the reactants C([C:3]1N=[N:5][C:6]([N:9]2[CH2:14][CH2:13][NH:12][CH:11]([CH:15]([CH3:17])[CH3:16])[CH2:10]2)=[CH:7][CH:8]=1)C.[N:18]([C:21]1[CH:30]=[CH:29][CH:28]=[C:27]2[C:22]=1[CH:23]=[CH:24][CH:25]=[N:26]2)=[C:19]=S, predict the reaction product. The product is: [C:6]([N:9]=[C:19]([N:12]1[CH2:13][CH2:14][N:9]([C:6]2[C:7]([CH2:8][CH3:3])=[N:12][CH:11]=[CH:10][N:5]=2)[CH2:10][CH:11]1[CH:15]([CH3:16])[CH3:17])[NH:18][C:21]1[CH:30]=[CH:29][CH:28]=[C:27]2[C:22]=1[CH:23]=[CH:24][CH:25]=[N:26]2)#[N:5]. (2) Given the reactants [Cl:1][C:2]1[S:6][C:5]([C:7]([OH:9])=O)=[C:4]2[CH:10]=[CH:11][CH:12]=[CH:13][C:3]=12.Cl.[CH2:15]([NH:17][CH2:18][CH3:19])[CH3:16].F[P-](F)(F)(F)(F)F.CN(C(N(C)C)=[N+]1C2C(=NC=CC=2)[N+]([O-])=N1)C.CCN(C(C)C)C(C)C, predict the reaction product. The product is: [Cl:1][C:2]1[S:6][C:5]([C:7]([N:17]([CH2:18][CH3:19])[CH2:15][CH3:16])=[O:9])=[C:4]2[CH:10]=[CH:11][CH:12]=[CH:13][C:3]=12. (3) Given the reactants [CH3:1][NH:2]C1CC1.[Cl:6][C:7]1[CH:12]=[C:11]([N+:13]([O-:15])=[O:14])[CH:10]=[CH:9][C:8]=1[CH2:16][CH:17]=O.C(O[BH-](O[C:29](=O)[CH3:30])OC(=O)C)(=O)C.[Na+].[C:33](=O)([O-])O.[Na+], predict the reaction product. The product is: [Cl:6][C:7]1[CH:12]=[C:11]([N+:13]([O-:15])=[O:14])[CH:10]=[CH:9][C:8]=1[CH2:16][CH2:17][NH:2][CH2:1][CH:29]1[CH2:30][CH2:33]1. (4) Given the reactants C(Cl)(=O)C.[NH:5]1[CH2:10][CH2:9][CH:8]([O:11][CH2:12][CH2:13][CH2:14][NH:15][C:16]([N:18]2[CH2:26][C:25]3[C:20](=[CH:21][CH:22]=[CH:23][CH:24]=3)[CH2:19]2)=[O:17])[CH2:7][CH2:6]1.NC1C=C2C(=CC=1)CN(C([NH:39][C:40]1C=[CH:44][C:43]([C:46](=[O:51])NCCC)=[CH:42][CH:41]=1)=O)C2, predict the reaction product. The product is: [N:39]1[CH:40]=[CH:41][CH:42]=[C:43]([C:46]([N:5]2[CH2:6][CH2:7][CH:8]([O:11][CH2:12][CH2:13][CH2:14][NH:15][C:16]([N:18]3[CH2:26][C:25]4[C:20](=[CH:21][CH:22]=[CH:23][CH:24]=4)[CH2:19]3)=[O:17])[CH2:9][CH2:10]2)=[O:51])[CH:44]=1. (5) Given the reactants Br[C:2]1[NH:22][C:5]2=[N:6][CH:7]=[C:8]([CH2:10][CH2:11][C:12]3[CH:17]=[C:16]([O:18][CH3:19])[CH:15]=[C:14]([O:20][CH3:21])[CH:13]=3)[N:9]=[C:4]2[CH:3]=1.CC1(C)C(C)(C)OB([C:31]2[CH:32]=[C:33]([N:37]3[CH2:42][CH2:41][O:40][CH2:39][CH2:38]3)[CH:34]=[N:35][CH:36]=2)O1, predict the reaction product. The product is: [CH3:21][O:20][C:14]1[CH:13]=[C:12]([CH:17]=[C:16]([O:18][CH3:19])[CH:15]=1)[CH2:11][CH2:10][C:8]1[N:9]=[C:4]2[CH:3]=[C:2]([C:31]3[CH:32]=[C:33]([N:37]4[CH2:38][CH2:39][O:40][CH2:41][CH2:42]4)[CH:34]=[N:35][CH:36]=3)[NH:22][C:5]2=[N:6][CH:7]=1. (6) Given the reactants C([O:4][C@H:5]1[CH2:9][CH2:8][N:7]([C:10]2[CH:15]=[CH:14][C:13]([C:16](=[O:25])[NH:17][C:18]3[CH:23]=[CH:22][CH:21]=[CH:20][C:19]=3[NH2:24])=[CH:12][CH:11]=2)[CH2:6]1)(=O)C.[CH3:26][C:27]([O:30][C:31](O[C:31]([O:30][C:27]([CH3:29])([CH3:28])[CH3:26])=[O:32])=[O:32])([CH3:29])[CH3:28], predict the reaction product. The product is: [OH:4][C@H:5]1[CH2:9][CH2:8][N:7]([C:10]2[CH:15]=[CH:14][C:13]([C:16]([NH:17][C:18]3[CH:23]=[CH:22][CH:21]=[CH:20][C:19]=3[NH:24][C:31](=[O:32])[O:30][C:27]([CH3:29])([CH3:28])[CH3:26])=[O:25])=[CH:12][CH:11]=2)[CH2:6]1.